This data is from Reaction yield outcomes from USPTO patents with 853,638 reactions. The task is: Predict the reaction yield, written as a fraction of the theoretical maximum amount of product (1.0 means a 100% yield; for example, 0.34 means a 34% yield). (1) The reactants are [NH2:1][C:2]1[CH:7]=[C:6]([O:8][C:9]2[CH:14]=[CH:13][C:12]([NH:15][C:16]([C:18]3[C:19](=[O:31])[N:20]([C:25]4[CH:30]=[CH:29][CH:28]=[CH:27][CH:26]=4)[N:21]([CH3:24])[C:22]=3[CH3:23])=[O:17])=[CH:11][CH:10]=2)[CH:5]=[CH:4][N:3]=1.C(N(CC)CC)C.[CH:39]1([C:42](Cl)=[O:43])[CH2:41][CH2:40]1. The catalyst is C(Cl)Cl. The product is [CH:39]1([C:42]([NH:1][C:2]2[CH:7]=[C:6]([O:8][C:9]3[CH:10]=[CH:11][C:12]([NH:15][C:16]([C:18]4[C:19](=[O:31])[N:20]([C:25]5[CH:26]=[CH:27][CH:28]=[CH:29][CH:30]=5)[N:21]([CH3:24])[C:22]=4[CH3:23])=[O:17])=[CH:13][CH:14]=3)[CH:5]=[CH:4][N:3]=2)=[O:43])[CH2:41][CH2:40]1. The yield is 0.560. (2) The reactants are [Cl:1][C:2]1[N:7]=[CH:6][C:5]([CH:8]2[O:12]C(=O)[N:10]([C:14]([O:16][C:17]([CH3:20])([CH3:19])[CH3:18])=[O:15])[CH:9]2[CH2:21][C:22]2[CH:27]=[CH:26][C:25]([C:28]([F:31])([F:30])[F:29])=[CH:24][CH:23]=2)=[CH:4][CH:3]=1.CO.[OH-].[Na+].O. The product is [Cl:1][C:2]1[N:7]=[CH:6][C:5]([CH:8]([OH:12])[CH:9]([NH:10][C:14](=[O:15])[O:16][C:17]([CH3:18])([CH3:20])[CH3:19])[CH2:21][C:22]2[CH:23]=[CH:24][C:25]([C:28]([F:31])([F:29])[F:30])=[CH:26][CH:27]=2)=[CH:4][CH:3]=1. The yield is 0.570. The catalyst is CO.